Dataset: Full USPTO retrosynthesis dataset with 1.9M reactions from patents (1976-2016). Task: Predict the reactants needed to synthesize the given product. Given the product [NH2:1][C:4]1[CH:5]=[CH:6][C:7]([O:25][CH2:26][C:27]2[CH:31]=[CH:30][O:29][CH:28]=2)=[C:8]([C:10]2[O:11][C:12]3[CH:18]=[CH:17][C:16]([C:19]4[CH:20]=[CH:21][CH:22]=[CH:23][CH:24]=4)=[CH:15][C:13]=3[N:14]=2)[CH:9]=1, predict the reactants needed to synthesize it. The reactants are: [N+:1]([C:4]1[CH:5]=[CH:6][C:7]([O:25][CH2:26][C:27]2[CH:31]=[CH:30][O:29][CH:28]=2)=[C:8]([C:10]2[O:11][C:12]3[CH:18]=[CH:17][C:16]([C:19]4[CH:24]=[CH:23][CH:22]=[CH:21][CH:20]=4)=[CH:15][C:13]=3[N:14]=2)[CH:9]=1)([O-])=O.